This data is from Reaction yield outcomes from USPTO patents with 853,638 reactions. The task is: Predict the reaction yield, written as a fraction of the theoretical maximum amount of product (1.0 means a 100% yield; for example, 0.34 means a 34% yield). The product is [NH2:38][C:39]1[C:44]([S:45]([NH2:48])(=[O:46])=[O:47])=[CH:43][C:42]([C:9]2[CH:10]=[C:11]3[C:6](=[CH:7][CH:8]=2)[N:5]=[CH:4][CH:3]=[C:2]3[C:21]2[CH:26]=[CH:25][CH:24]=[C:23]([S:27]([NH2:30])(=[O:28])=[O:29])[CH:22]=2)=[CH:41][N:40]=1. The reactants are I[C:2]1[C:11]2[C:6](=[CH:7][CH:8]=[C:9](Br)[CH:10]=2)[N:5]=[CH:4][CH:3]=1.CC1(C)C(C)(C)OB([C:21]2[CH:22]=[C:23]([S:27]([NH2:30])(=[O:29])=[O:28])[CH:24]=[CH:25][CH:26]=2)O1.C(=O)([O-])[O-].[K+].[K+].[NH2:38][C:39]1[C:44]([S:45]([NH2:48])(=[O:47])=[O:46])=[CH:43][C:42](B2OC(C)(C)C(C)(C)O2)=[CH:41][N:40]=1. The catalyst is O1CCOCC1.C1C=CC([PH+]([C]2[CH][CH][CH][CH]2)C2C=CC=CC=2)=CC=1.C1C=CC([PH+]([C]2[CH][CH][CH][CH]2)C2C=CC=CC=2)=CC=1.C(Cl)Cl.Cl[Pd]Cl.[Fe]. The yield is 0.310.